Task: Predict the reaction yield, written as a fraction of the theoretical maximum amount of product (1.0 means a 100% yield; for example, 0.34 means a 34% yield).. Dataset: Reaction yield outcomes from USPTO patents with 853,638 reactions (1) The reactants are [C:1]([CH2:9][CH2:10][CH2:11][CH2:12][CH2:13][CH2:14][C:15]([O:17][CH2:18][CH3:19])=[O:16])(=[O:8])[C:2]1[CH:7]=[CH:6][CH:5]=[CH:4][CH:3]=1.[C:20](Cl)(=[O:27])C1C=CC=CC=1. No catalyst specified. The product is [C:1]([CH2:9][CH2:10][CH2:11][CH2:12][CH2:13][CH2:14][C:15]([O:17][CH2:18][CH3:19])=[O:16])(=[O:8])[C:2]1[CH:7]=[CH:6][C:5]([O:27][CH3:20])=[CH:4][CH:3]=1. The yield is 0.590. (2) The yield is 0.550. The reactants are [Br:1][C:2]1[CH:3]=[CH:4][C:5]([CH3:12])=[C:6]([S:8](Cl)(=[O:10])=[O:9])[CH:7]=1.[OH-].[NH4+:14]. No catalyst specified. The product is [Br:1][C:2]1[CH:3]=[CH:4][C:5]([CH3:12])=[C:6]([S:8]([NH2:14])(=[O:10])=[O:9])[CH:7]=1. (3) The reactants are [O:1]=[C:2]1[CH2:6][CH2:5][CH2:4][N:3]1[C:7]1[CH:8]=[C:9]([CH:13]=[C:14]([O:16][CH2:17][CH2:18][CH2:19][CH2:20][CH3:21])[CH:15]=1)[C:10]([OH:12])=O.C1C=CC2N(O)N=NC=2C=1.CCN=C=NCCCN(C)C.Cl.Cl.[CH2:45]([O:52][C:53](=[O:67])[NH:54][CH2:55][C@@H:56]([OH:66])[C@@H:57]([NH2:65])[CH2:58][C:59]1[CH:64]=[CH:63][CH:62]=[CH:61][CH:60]=1)[C:46]1[CH:51]=[CH:50][CH:49]=[CH:48][CH:47]=1. The catalyst is C(Cl)Cl. The product is [CH2:45]([O:52][C:53](=[O:67])[NH:54][CH2:55][C@@H:56]([OH:66])[C@@H:57]([NH:65][C:10]([C:9]1[CH:13]=[C:14]([O:16][CH2:17][CH2:18][CH2:19][CH2:20][CH3:21])[CH:15]=[C:7]([N:3]2[CH2:4][CH2:5][CH2:6][C:2]2=[O:1])[CH:8]=1)=[O:12])[CH2:58][C:59]1[CH:64]=[CH:63][CH:62]=[CH:61][CH:60]=1)[C:46]1[CH:47]=[CH:48][CH:49]=[CH:50][CH:51]=1. The yield is 0.480. (4) The reactants are [NH2:1][CH2:2][CH2:3][CH2:4][Si:5]([O:12][CH2:13][CH3:14])([O:9][CH2:10][CH3:11])[O:6][CH2:7][CH3:8].[CH:15](=O)[C:16]1[CH:21]=[CH:20][CH:19]=[CH:18][CH:17]=1. The catalyst is C1(C)C=CC=CC=1. The product is [CH:15](=[N:1][CH2:2][CH2:3][CH2:4][Si:5]([O:12][CH2:13][CH3:14])([O:6][CH2:7][CH3:8])[O:9][CH2:10][CH3:11])[C:16]1[CH:21]=[CH:20][CH:19]=[CH:18][CH:17]=1. The yield is 0.980. (5) The reactants are Br[C:2]1[CH:3]=[C:4]2[C:10]([C:11]3[CH:16]=[CH:15][CH:14]=[CH:13][C:12]=3[O:17][CH3:18])=[CH:9][N:8]([S:19]([C:22]3[CH:27]=[CH:26][C:25]([CH3:28])=[CH:24][CH:23]=3)(=[O:21])=[O:20])[C:5]2=[N:6][CH:7]=1.[B:29]1([B:29]2[O:33][C:32]([CH3:35])([CH3:34])[C:31]([CH3:37])([CH3:36])[O:30]2)[O:33][C:32]([CH3:35])([CH3:34])[C:31]([CH3:37])([CH3:36])[O:30]1.C([O-])(=O)C.[Na+].CN(C=O)C. The catalyst is CCOC(C)=O. The product is [CH3:18][O:17][C:12]1[CH:13]=[CH:14][CH:15]=[CH:16][C:11]=1[C:10]1[C:4]2[C:5](=[N:6][CH:7]=[C:2]([B:29]3[O:33][C:32]([CH3:35])([CH3:34])[C:31]([CH3:37])([CH3:36])[O:30]3)[CH:3]=2)[N:8]([S:19]([C:22]2[CH:27]=[CH:26][C:25]([CH3:28])=[CH:24][CH:23]=2)(=[O:21])=[O:20])[CH:9]=1. The yield is 0.810. (6) The reactants are II.F[C:4](F)(F)[C:5]([O:7][C:8]1[C:13]([F:14])=[C:12]([F:15])[C:11]([F:16])=[C:10]([F:17])[C:9]=1[F:18])=[O:6].[CH:38]1[CH:39]=[CH:34]C(P([C:34]2[CH:39]=[CH:38][CH:37]=[CH:36]C=2)[C:38]2[CH:39]=[CH:34]C=[CH:36][CH:37]=2)=[CH:36][CH:37]=1.[NH:40]1[CH:44]=CN=C1. The catalyst is C(#N)C.C(OCC)C. The product is [C:44]([C:39]1[CH:34]=[C:4]([CH:36]=[CH:37][C:38]=1[O:7][CH:8]([CH3:13])[CH3:9])[C:5]([O:7][C:8]1[C:13]([F:14])=[C:12]([F:15])[C:11]([F:16])=[C:10]([F:17])[C:9]=1[F:18])=[O:6])#[N:40]. The yield is 0.920.